Dataset: Reaction yield outcomes from USPTO patents with 853,638 reactions. Task: Predict the reaction yield, written as a fraction of the theoretical maximum amount of product (1.0 means a 100% yield; for example, 0.34 means a 34% yield). (1) The catalyst is CCO. The reactants are [CH2:1]([NH:8][C:9]([N:11]1[CH2:15][CH2:14][CH:13]([CH2:16][N:17]2[C:25]3[C:20](=[CH:21][C:22]([C:26]4[CH:27]=[N:28][N:29](C5CCCCO5)[CH:30]=4)=[CH:23][CH:24]=3)[CH:19]=[CH:18]2)[CH2:12]1)=[O:10])[C:2]1[CH:7]=[CH:6][CH:5]=[CH:4][CH:3]=1.[BH3-]C#N.[Na+].Cl.CO.ClCCl. The yield is 0.370. The product is [NH:28]1[CH:27]=[C:26]([C:22]2[CH:21]=[C:20]3[C:25](=[CH:24][CH:23]=2)[N:17]([CH2:16][CH:13]2[CH2:14][CH2:15][N:11]([C:9]([NH:8][CH2:1][C:2]4[CH:3]=[CH:4][CH:5]=[CH:6][CH:7]=4)=[O:10])[CH2:12]2)[CH2:18][CH2:19]3)[CH:30]=[N:29]1. (2) The reactants are Cl[C:2]1[CH:11]=[C:10]([Cl:12])[C:9]2[C:4](=[CH:5][C:6]([O:14][CH3:15])=[C:7]([F:13])[CH:8]=2)[N:3]=1.C(=O)([O-])[O-].[Cs+].[Cs+].[CH:22]([C:25]1[CH:29]=[CH:28][NH:27][N:26]=1)([CH3:24])[CH3:23]. The catalyst is CN(C=O)C.O. The product is [Cl:12][C:10]1[C:9]2[C:4](=[CH:5][C:6]([O:14][CH3:15])=[C:7]([F:13])[CH:8]=2)[N:3]=[C:2]([N:27]2[CH:28]=[CH:29][C:25]([CH:22]([CH3:24])[CH3:23])=[N:26]2)[CH:11]=1. The yield is 0.160. (3) The reactants are C[O:2][C:3]([C:5]1[CH:10]=[CH:9][C:8](=[O:11])[N:7]([CH3:12])[C:6]=1[NH:13][C:14]1[CH:19]=[CH:18][C:17]([Br:20])=[CH:16][C:15]=1[F:21])=[O:4].BrC1C=CC(N)=C(F)C=1.C[Si]([N-][Si](C)(C)C)(C)C.[Li+].COC(C1C=CC(=O)N(C)C=1Cl)=O. The catalyst is C1COCC1. The product is [Br:20][C:17]1[CH:18]=[CH:19][C:14]([NH:13][C:6]2[N:7]([CH3:12])[C:8](=[O:11])[CH:9]=[CH:10][C:5]=2[C:3]([OH:4])=[O:2])=[C:15]([F:21])[CH:16]=1. The yield is 0.650. (4) The reactants are [K].[CH3:2][O:3][CH2:4][C:5]([CH:7]1[CH2:11][CH2:10][N:9]([C:12]([O:14][C:15]([CH3:18])([CH3:17])[CH3:16])=[O:13])[C:8]1=[O:19])=O.Cl.[NH2:21][C:22]1[CH:27]=[CH:26][CH:25]=[CH:24][CH:23]=1.O.C1(C)C=CC(S(O)(=O)=O)=CC=1. The catalyst is C1CCCCC1.C1(C)C=CC=CC=1. The product is [CH3:2][O:3][CH2:4][C:5](=[C:7]1[CH2:11][CH2:10][N:9]([C:12]([O:14][C:15]([CH3:18])([CH3:17])[CH3:16])=[O:13])[C:8]1=[O:19])[NH:21][C:22]1[CH:27]=[CH:26][CH:25]=[CH:24][CH:23]=1. The yield is 0.343.